This data is from Forward reaction prediction with 1.9M reactions from USPTO patents (1976-2016). The task is: Predict the product of the given reaction. Given the reactants C[O:2][C:3](=[O:32])/[C:4](/C)=[CH:5]/[C:6]1[S:10][C:9]([N:11]2[CH2:16][CH2:15][N:14]([C:17]3[CH:22]=[CH:21][C:20]([O:23][CH3:24])=[CH:19][CH:18]=3)[CH2:13][CH2:12]2)=[N:8][C:7]=1[C:25]1[CH:30]=[CH:29][CH:28]=[CH:27][CH:26]=1.[OH-].[Li+], predict the reaction product. The product is: [CH3:24][O:23][C:20]1[CH:21]=[CH:22][C:17]([N:14]2[CH2:13][CH2:12][N:11]([C:9]3[S:10][C:6](/[CH:5]=[CH:4]/[C:3]([OH:32])=[O:2])=[C:7]([C:25]4[CH:30]=[CH:29][CH:28]=[CH:27][CH:26]=4)[N:8]=3)[CH2:16][CH2:15]2)=[CH:18][CH:19]=1.